Dataset: Full USPTO retrosynthesis dataset with 1.9M reactions from patents (1976-2016). Task: Predict the reactants needed to synthesize the given product. (1) Given the product [CH3:1][C:2]1[C:10]2[CH2:9][CH2:8][CH:7]3[CH2:11][CH2:12][CH2:13][CH2:14][CH:6]3[C:5]=2[N:4]([C:15]2[CH:20]=[CH:19][C:18]([O:21][CH2:23][CH2:24][CH2:25][N:26]3[CH2:30][CH2:29][CH2:28][CH2:27]3)=[CH:17][CH:16]=2)[N:3]=1, predict the reactants needed to synthesize it. The reactants are: [CH3:1][C:2]1[C:10]2[CH2:9][CH2:8][CH:7]3[CH2:11][CH2:12][CH2:13][CH2:14][CH:6]3[C:5]=2[N:4]([C:15]2[CH:20]=[CH:19][C:18]([OH:21])=[CH:17][CH:16]=2)[N:3]=1.Cl[CH2:23][CH2:24][CH2:25][N:26]1[CH2:30][CH2:29][CH2:28][CH2:27]1.[H-].[Na+].[I-].[Na+]. (2) Given the product [CH3:7][C:2]([C:8]1[CH:12]=[CH:11][C:10](=[C:14]([CH3:16])[CH3:13])[CH:9]=1)([CH3:1])[CH2:3][CH:4]([CH3:6])[CH3:5], predict the reactants needed to synthesize it. The reactants are: [CH3:1][C:2]([C:8]1[CH2:12][CH:11]=[CH:10][CH:9]=1)([CH3:7])[CH2:3][CH:4]([CH3:6])[CH3:5].[CH3:13][C:14]([CH3:16])=O.N1CCCC1.